From a dataset of Catalyst prediction with 721,799 reactions and 888 catalyst types from USPTO. Predict which catalyst facilitates the given reaction. (1) Reactant: [CH2:1]([Mg]Br)[CH:2]=[CH2:3].[CH2:6]([C:8]1([CH2:17][CH3:18])[CH2:13][C:12]([CH3:15])([CH3:14])[CH2:11][C:10](=[O:16])[CH2:9]1)[CH3:7].[NH4+].[Cl-]. Product: [CH2:3]([C:10]1([OH:16])[CH2:11][C:12]([CH3:14])([CH3:15])[CH2:13][C:8]([CH2:6][CH3:7])([CH2:17][CH3:18])[CH2:9]1)[CH:2]=[CH2:1]. The catalyst class is: 28. (2) Reactant: [CH3:1][C:2]1[CH:22]=[CH:21][C:20]([CH3:23])=[CH:19][C:3]=1[CH2:4][O:5][CH:6]1[CH2:11][CH2:10][N:9](S(CC(=O)C)(=O)=O)[CH2:8][CH2:7]1.OC1CCN([C:31]([O:33][C:34]([CH3:37])([CH3:36])[CH3:35])=[O:32])CC1.[H-].[Na+].CC1C=CC(C)=CC=1CCl. Product: [CH3:1][C:2]1[CH:22]=[CH:21][C:20]([CH3:23])=[CH:19][C:3]=1[CH2:4][O:5][CH:6]1[CH2:7][CH2:8][N:9]([C:31]([O:33][C:34]([CH3:37])([CH3:36])[CH3:35])=[O:32])[CH2:10][CH2:11]1. The catalyst class is: 18. (3) Reactant: [Cl:1][C:2]1[CH:3]=[CH:4][C:5]2[N:6]([C:8]([C:11]([C:13]3[CH:18]=[CH:17][C:16]([O:19][CH3:20])=[CH:15][CH:14]=3)=O)=[CH:9][N:10]=2)[N:7]=1.[BH4-].[Na+].O.C([SiH](CC)CC)C. Product: [Cl:1][C:2]1[CH:3]=[CH:4][C:5]2[N:6]([C:8]([CH2:11][C:13]3[CH:18]=[CH:17][C:16]([O:19][CH3:20])=[CH:15][CH:14]=3)=[CH:9][N:10]=2)[N:7]=1. The catalyst class is: 8.